Task: Binary Classification. Given a drug SMILES string, predict its activity (active/inactive) in a high-throughput screening assay against a specified biological target.. Dataset: HIV replication inhibition screening data with 41,000+ compounds from the AIDS Antiviral Screen The drug is C=CCC12CC(O)C(O)CC1(OC)OC(c1cc(OC)c(OC)c(OC)c1)C2C. The result is 0 (inactive).